Dataset: Full USPTO retrosynthesis dataset with 1.9M reactions from patents (1976-2016). Task: Predict the reactants needed to synthesize the given product. (1) Given the product [Br:18][C:15]1[CH:16]=[CH:17][C:12]([N:8]2[CH2:7][CH:6]([CH2:5][OH:4])[O:10][C:9]2=[O:11])=[N:13][CH:14]=1, predict the reactants needed to synthesize it. The reactants are: C([O:4][CH2:5][CH:6]1[O:10][C:9](=[O:11])[N:8]([C:12]2[CH:17]=[CH:16][C:15]([Br:18])=[CH:14][N:13]=2)[CH2:7]1)(=O)C.C(=O)([O-])[O-].[K+].[K+]. (2) Given the product [C:32]([NH:1][C:2]1[CH:3]=[CH:4][C:5]([C:6]([N:8]2[C:17]3[C:12](=[CH:13][CH:14]=[CH:15][CH:16]=3)[C@H:11]([N:18]([C:23]3[CH:24]=[CH:25][CH:26]=[CH:27][CH:28]=3)[C:19](=[O:22])[CH2:20][CH3:21])[CH2:10][C@@H:9]2[CH3:29])=[O:7])=[CH:30][CH:31]=1)(=[O:34])[CH3:33], predict the reactants needed to synthesize it. The reactants are: [NH2:1][C:2]1[CH:31]=[CH:30][C:5]([C:6]([N:8]2[C:17]3[C:12](=[CH:13][CH:14]=[CH:15][CH:16]=3)[C@H:11]([N:18]([C:23]3[CH:28]=[CH:27][CH:26]=[CH:25][CH:24]=3)[C:19](=[O:22])[CH2:20][CH3:21])[CH2:10][C@@H:9]2[CH3:29])=[O:7])=[CH:4][CH:3]=1.[C:32](Cl)(=[O:34])[CH3:33].C(N(CC)CC)C. (3) Given the product [Cl:23][C:20]1[CH:21]=[CH:22][C:17]([C:16]([CH:13]2[CH2:14][CH2:15][N:10]([C:8]([C:5]3[CH:4]=[CH:3][C:2]([N:27]4[C@H:26]([CH3:25])[CH2:30][O:29][C:28]4=[O:31])=[N:7][CH:6]=3)=[O:9])[CH2:11][CH2:12]2)=[O:24])=[CH:18][CH:19]=1, predict the reactants needed to synthesize it. The reactants are: Br[C:2]1[N:7]=[CH:6][C:5]([C:8]([N:10]2[CH2:15][CH2:14][CH:13]([C:16](=[O:24])[C:17]3[CH:22]=[CH:21][C:20]([Cl:23])=[CH:19][CH:18]=3)[CH2:12][CH2:11]2)=[O:9])=[CH:4][CH:3]=1.[CH3:25][C@@H:26]1[CH2:30][O:29][C:28](=[O:31])[NH:27]1. (4) The reactants are: [H-].[Na+].Cl[C:4]1[C:9]([NH:10][C:11]([C:13]2[C:14]([NH:19][CH:20]3[CH2:22][CH2:21]3)=[N:15][CH:16]=[CH:17][CH:18]=2)=[O:12])=[C:8]([CH3:23])[CH:7]=[CH:6][N:5]=1.[H][H]. Given the product [CH3:23][C:8]1[CH:7]=[CH:6][N:5]=[C:4]2[N:19]([CH:20]3[CH2:22][CH2:21]3)[C:14]3[N:15]=[CH:16][CH:17]=[CH:18][C:13]=3[C:11](=[O:12])[NH:10][C:9]=12, predict the reactants needed to synthesize it.